Dataset: Catalyst prediction with 721,799 reactions and 888 catalyst types from USPTO. Task: Predict which catalyst facilitates the given reaction. (1) Reactant: [O:1]1[C:10]2[C:5](=[CH:6][C:7]([CH:11]=O)=[CH:8][CH:9]=2)[CH2:4][CH2:3][CH2:2]1.[O:13]=[C:14]([CH3:20])[CH2:15][C:16]([O:18][CH3:19])=[O:17].N1CCCCC1.CC(O)=O. Product: [O:1]1[C:10]2[C:5](=[CH:6][C:7]([CH:11]=[C:15]([C:14](=[O:13])[CH3:20])[C:16]([O:18][CH3:19])=[O:17])=[CH:8][CH:9]=2)[CH2:4][CH2:3][CH2:2]1. The catalyst class is: 48. (2) The catalyst class is: 373. Product: [Br:34][C:18]1[C:16]2=[N:17][C:12]([C:7]3[C:8]([O:10][CH3:11])=[N:9][C:4]([CH:1]([CH3:3])[CH3:2])=[CH:5][CH:6]=3)=[C:13]([CH3:26])[CH:14]=[C:15]2[N:20]([C@@H:21]([CH3:25])[CH2:22][O:23][CH3:24])[CH:19]=1. Reactant: [CH:1]([C:4]1[N:9]=[C:8]([O:10][CH3:11])[C:7]([C:12]2[N:17]=[C:16]3[CH:18]=[CH:19][N:20]([C@@H:21]([CH3:25])[CH2:22][O:23][CH3:24])[C:15]3=[CH:14][C:13]=2[CH3:26])=[CH:6][CH:5]=1)([CH3:3])[CH3:2].C1C(=O)N([Br:34])C(=O)C1. (3) Reactant: [NH:1]1[CH:5]=[CH:4][CH:3]=[N:2]1.[H-].[Na+].Br[CH2:9][CH:10]1[CH2:15][CH2:14][CH2:13][CH2:12][CH2:11]1. Product: [CH:10]1([CH2:9][N:1]2[CH:5]=[CH:4][CH:3]=[N:2]2)[CH2:15][CH2:14][CH2:13][CH2:12][CH2:11]1. The catalyst class is: 9.